Dataset: Forward reaction prediction with 1.9M reactions from USPTO patents (1976-2016). Task: Predict the product of the given reaction. (1) Given the reactants [N+]([O-])(O)=O.S(=O)(=O)(O)O.[CH3:10][C:11]12[CH2:20][CH:15]3[CH2:16][CH:17]([CH2:19][C:13]([CH3:21])([CH2:14]3)[CH2:12]1)[CH2:18]2.[CH:22]([NH2:24])=[O:23], predict the reaction product. The product is: [CH:22]([NH:24][C:15]12[CH2:20][C:11]3([CH3:10])[CH2:18][CH:17]([CH2:19][C:13]([CH3:21])([CH2:12]3)[CH2:14]1)[CH2:16]2)=[O:23]. (2) Given the reactants [OH:1][CH2:2][C:3]1[CH:8]=[C:7]([CH3:9])[N:6]=[C:5]([N:10]2[CH2:14][CH:13]3[CH2:15][N:16](C(OC(C)(C)C)=O)[CH2:17][CH:12]3[CH2:11]2)[N:4]=1.C(O)(C(F)(F)F)=O, predict the reaction product. The product is: [CH2:11]1[CH:12]2[CH2:17][NH:16][CH2:15][CH:13]2[CH2:14][N:10]1[C:5]1[N:4]=[C:3]([CH2:2][OH:1])[CH:8]=[C:7]([CH3:9])[N:6]=1. (3) Given the reactants Br[C:2]1[CH:3]=[C:4]2[C:9](=[CH:10][CH:11]=1)[N:8]=[C:7]([NH:12][C:13]1[CH:14]=[C:15]([CH:28]=[C:29]([C:31]3[CH:32]=[N:33][N:34]([CH3:36])[CH:35]=3)[CH:30]=1)[O:16][CH2:17][C@H:18]([NH:20][C:21](=[O:27])[O:22][C:23]([CH3:26])([CH3:25])[CH3:24])[CH3:19])[N:6]=[CH:5]2.CCN(C(C)C)C(C)C.[CH3:46][Si:47]([C:50]#[CH:51])([CH3:49])[CH3:48], predict the reaction product. The product is: [CH3:36][N:34]1[CH:35]=[C:31]([C:29]2[CH:28]=[C:15]([CH:14]=[C:13]([NH:12][C:7]3[N:6]=[CH:5][C:4]4[C:9](=[CH:10][CH:11]=[C:2]([C:51]#[C:50][Si:47]([CH3:49])([CH3:48])[CH3:46])[CH:3]=4)[N:8]=3)[CH:30]=2)[O:16][CH2:17][C@H:18]([NH:20][C:21](=[O:27])[O:22][C:23]([CH3:25])([CH3:26])[CH3:24])[CH3:19])[CH:32]=[N:33]1. (4) Given the reactants [CH2:1]([C:4]1[CH:9]=[CH:8][C:7]([CH2:10][C:11]#N)=[CH:6][CH:5]=1)[CH2:2][CH3:3].Cl.S([O-])([O-])(=O)=[O:15].[Mg+2].[OH-:20].[Na+], predict the reaction product. The product is: [CH2:1]([C:4]1[CH:9]=[CH:8][C:7]([CH2:10][C:11]([OH:15])=[O:20])=[CH:6][CH:5]=1)[CH2:2][CH3:3].